The task is: Predict the product of the given reaction.. This data is from Forward reaction prediction with 1.9M reactions from USPTO patents (1976-2016). (1) Given the reactants [C:1]([SH:9])(=[S:8])[C:2]1[CH:7]=[CH:6][CH:5]=[CH:4][CH:3]=1.[C:10]([O:13][CH:14]=[CH2:15])(=[O:12])[CH3:11], predict the reaction product. The product is: [C:1]([S:9][CH:14]([O:13][C:10](=[O:12])[CH3:11])[CH3:15])(=[S:8])[C:2]1[CH:7]=[CH:6][CH:5]=[CH:4][CH:3]=1. (2) Given the reactants Cl[C:2]1[C:10]2[C:9]3[CH:11]=[C:12]([C:15]#[N:16])[N:13]=[CH:14][C:8]=3[N:7]([CH2:17][O:18][CH2:19][CH2:20][Si:21]([CH3:24])([CH3:23])[CH3:22])[C:6]=2[N:5]=[CH:4][CH:3]=1.[NH2:25][CH:26]1[CH2:31][CH2:30][N:29]([C:32]([O:34][C:35]([CH3:38])([CH3:37])[CH3:36])=[O:33])[CH2:28][CH2:27]1.C1(P(C2C=CC=CC=2)C2C3OC4C(=CC=CC=4P(C4C=CC=CC=4)C4C=CC=CC=4)C(C)(C)C=3C=CC=2)C=CC=CC=1.C(=O)([O-])[O-].[Cs+].[Cs+], predict the reaction product. The product is: [C:15]([C:12]1[N:13]=[CH:14][C:8]2[N:7]([CH2:17][O:18][CH2:19][CH2:20][Si:21]([CH3:24])([CH3:23])[CH3:22])[C:6]3[N:5]=[CH:4][CH:3]=[C:2]([NH:25][CH:26]4[CH2:27][CH2:28][N:29]([C:32]([O:34][C:35]([CH3:38])([CH3:37])[CH3:36])=[O:33])[CH2:30][CH2:31]4)[C:10]=3[C:9]=2[CH:11]=1)#[N:16]. (3) The product is: [Br:11][C:12]1[CH:17]=[CH:16][C:15]([N:18]2[CH2:7][C:6](=[O:9])[NH:5][C:4]2=[O:10])=[CH:14][C:13]=1[CH3:19]. Given the reactants C(O[C:4](=[O:10])[NH:5][C:6](=[O:9])[CH2:7]Cl)C.[Br:11][C:12]1[CH:17]=[CH:16][C:15]([NH2:18])=[CH:14][C:13]=1[CH3:19].CN(C)C1C=CC=CC=1, predict the reaction product. (4) Given the reactants [Cl:1][C:2]1[CH:7]=[C:6]([NH:8][C:9](=O)[C:10]([CH3:13])(C)C)[CH:5]=[C:4]([Cl:15])[N:3]=1.C([Li])CCC.CN(C)/C=C/C=O.C(OCC)C, predict the reaction product. The product is: [Cl:15][C:4]1[N:3]=[C:2]([Cl:1])[CH:7]=[C:6]2[C:5]=1[CH:13]=[CH:10][CH:9]=[N:8]2.